Dataset: Full USPTO retrosynthesis dataset with 1.9M reactions from patents (1976-2016). Task: Predict the reactants needed to synthesize the given product. (1) Given the product [N:1]1[C:2]2[C:3](=[CH:6][CH:7]=[CH:8][CH:9]=2)[CH2:4][NH:5][C:19]=1[NH:18][C:15]1[CH:16]=[CH:17][C:12]([C:10]#[N:11])=[CH:13][CH:14]=1, predict the reactants needed to synthesize it. The reactants are: [NH2:1][C:2]1[CH:9]=[CH:8][CH:7]=[CH:6][C:3]=1[CH2:4][NH2:5].[C:10]([C:12]1[CH:17]=[CH:16][C:15]([N:18]=[C:19]=S)=[CH:14][CH:13]=1)#[N:11]. (2) The reactants are: C([O:8][C:9]1[CH:14]=[CH:13][CH:12]=[CH:11][C:10]=1[C:15]1[O:16][C@@H:17]([CH3:25])[C@H:18]([C:20]([NH:22][CH2:23][CH3:24])=[O:21])[N:19]=1)C1C=CC=CC=1. Given the product [CH2:23]([NH:22][C:20]([C@H:18]1[C@H:17]([CH3:25])[O:16][C:15]([C:10]2[CH:11]=[CH:12][CH:13]=[CH:14][C:9]=2[OH:8])=[N:19]1)=[O:21])[CH3:24], predict the reactants needed to synthesize it. (3) The reactants are: [Br:1][C:2]1[CH:3]=[N:4][C:5](Cl)=[N:6][CH:7]=1.[NH2:9][C:10]1[CH:19]=[CH:18][C:13]([C:14]([O:16][CH3:17])=[O:15])=[CH:12][CH:11]=1.C(O[K])(C)(C)C. Given the product [CH3:17][O:16][C:14](=[O:15])[C:13]1[CH:18]=[CH:19][C:10]([NH:9][C:5]2[N:4]=[CH:3][C:2]([Br:1])=[CH:7][N:6]=2)=[CH:11][CH:12]=1, predict the reactants needed to synthesize it. (4) Given the product [CH3:27][O:24][C:23](=[O:25])[C@H:14]([CH2:15][S:16][C:17]1[CH:22]=[CH:21][CH:20]=[CH:19][CH:18]=1)[NH:13][C:11]([O:10][CH2:3][C:4]1[CH:5]=[CH:6][CH:7]=[CH:8][CH:9]=1)=[O:12], predict the reactants needed to synthesize it. The reactants are: CO.[CH2:3]([O:10][C:11]([NH:13][C@H:14]([C:23]([OH:25])=[O:24])[CH2:15][S:16][C:17]1[CH:22]=[CH:21][CH:20]=[CH:19][CH:18]=1)=[O:12])[C:4]1[CH:9]=[CH:8][CH:7]=[CH:6][CH:5]=1.O.[C:27]1(C)C=CC(S(O)(=O)=O)=CC=1.C(=O)([O-])O.[Na+].